Dataset: Acute oral toxicity (LD50) regression data from Zhu et al.. Task: Regression/Classification. Given a drug SMILES string, predict its toxicity properties. Task type varies by dataset: regression for continuous values (e.g., LD50, hERG inhibition percentage) or binary classification for toxic/non-toxic outcomes (e.g., AMES mutagenicity, cardiotoxicity, hepatotoxicity). Dataset: ld50_zhu. (1) The drug is Cc1cccc(C)c1CCNC(N)=O. The rat oral LD50 is 2.11, given as -log10 of the dose in mol/kg body weight (higher means more acutely toxic). (2) The compound is CN(C)CCNN. The rat oral LD50 is 1.69, given as -log10 of the dose in mol/kg body weight (higher means more acutely toxic). (3) The drug is COP(=S)(S)OC. The rat oral LD50 is 2.20, given as -log10 of the dose in mol/kg body weight (higher means more acutely toxic). (4) The molecule is NS(=O)(=O)c1ccc2[nH]c(C(F)(F)F)nc2c1. The rat oral LD50 is 4.10, given as -log10 of the dose in mol/kg body weight (higher means more acutely toxic). (5) The compound is CCOC(=O)C(C)(C)N=NC(C)(C)C(=O)OCC. The rat oral LD50 is 2.68, given as -log10 of the dose in mol/kg body weight (higher means more acutely toxic).